This data is from Reaction yield outcomes from USPTO patents with 853,638 reactions. The task is: Predict the reaction yield, written as a fraction of the theoretical maximum amount of product (1.0 means a 100% yield; for example, 0.34 means a 34% yield). (1) The reactants are [C:1]([O:5][C:6]1[CH:14]=[C:13]2[C:9]([CH:10]=[C:11]([C:15]([CH3:18])([CH3:17])[CH3:16])[NH:12]2)=[CH:8][C:7]=1[N+:19]([O-])=O)([CH3:4])([CH3:3])[CH3:2]. The catalyst is CO.[Ni]. The product is [C:1]([O:5][C:6]1[CH:14]=[C:13]2[C:9]([CH:10]=[C:11]([C:15]([CH3:18])([CH3:17])[CH3:16])[NH:12]2)=[CH:8][C:7]=1[NH2:19])([CH3:4])([CH3:3])[CH3:2]. The yield is 0.320. (2) The reactants are [CH:1]([CH:3]([CH:9]=O)[C:4]([O:6][CH2:7][CH3:8])=[O:5])=O.[Br:11][C:12]1[CH:13]=[N:14][NH:15][C:16]=1[NH2:17]. The catalyst is C(O)C. The product is [Br:11][C:12]1[CH:13]=[N:14][N:15]2[CH:9]=[C:3]([C:4]([O:6][CH2:7][CH3:8])=[O:5])[CH:1]=[N:17][C:16]=12. The yield is 1.00.